From a dataset of Catalyst prediction with 721,799 reactions and 888 catalyst types from USPTO. Predict which catalyst facilitates the given reaction. (1) Reactant: [Cl:1][C:2]1[CH:3]=[C:4]([C:9]2[CH:14]=[CH:13][C:12](F)=[C:11]([C:16]#[N:17])[CH:10]=2)[CH:5]=[CH:6][C:7]=1[Cl:8].[CH:18]([O:21][C:22]1[CH:28]=[CH:27][C:25]([NH2:26])=[CH:24][CH:23]=1)([CH3:20])[CH3:19].CC([O-])(C)C.[K+]. Product: [Cl:1][C:2]1[CH:3]=[C:4]([C:9]2[CH:14]=[CH:13][C:12]([NH:26][C:25]3[CH:24]=[CH:23][C:22]([O:21][CH:18]([CH3:20])[CH3:19])=[CH:28][CH:27]=3)=[C:11]([C:16]#[N:17])[CH:10]=2)[CH:5]=[CH:6][C:7]=1[Cl:8]. The catalyst class is: 148. (2) Reactant: [NH2:1][C@@H:2]1[CH2:6][N:5]([C:7]2[C:11]([NH:12][C:13]([C:15]3[N:16]=[C:17]([C:20]4[CH:25]=[CH:24][N:23]=[C:22]([N:26]([CH2:34][C:35]([F:38])([F:37])[F:36])C(=O)OC(C)(C)C)[CH:21]=4)[O:18][CH:19]=3)=[O:14])=[CH:10][N:9]([CH3:39])[N:8]=2)[C:4](=[O:40])[CH2:3]1.C(=O)([O-])O.[Na+].[CH2:46]([O:49][CH2:50][CH2:51]Br)[CH2:47]Br.O. Product: [CH3:39][N:9]1[CH:10]=[C:11]([NH:12][C:13]([C:15]2[N:16]=[C:17]([C:20]3[CH:25]=[CH:24][N:23]=[C:22]([NH:26][CH2:34][C:35]([F:36])([F:37])[F:38])[CH:21]=3)[O:18][CH:19]=2)=[O:14])[C:7]([N:5]2[CH2:6][C@@H:2]([N:1]3[CH2:51][CH2:50][O:49][CH2:46][CH2:47]3)[CH2:3][C:4]2=[O:40])=[N:8]1. The catalyst class is: 11. (3) Reactant: [Br:1][C:2]1[CH:7]=[CH:6][C:5]([N+:8]([O-:10])=[O:9])=[CH:4][C:3]=1[CH2:11]O.C1COCC1.C(N(C(C)C)CC)(C)C.CS([Cl:31])(=O)=O. Product: [Br:1][C:2]1[CH:7]=[CH:6][C:5]([N+:8]([O-:10])=[O:9])=[CH:4][C:3]=1[CH2:11][Cl:31]. The catalyst class is: 69. (4) The catalyst class is: 21. Reactant: [C:1]1([CH:7]([C:33]2[CH:38]=[CH:37][CH:36]=[CH:35][CH:34]=2)[C:8]2[S:12][C:11]([C:13]([NH:15][C@@H:16]([C:19]3[CH:24]=[CH:23][C:22]([NH:25][C:26](=[O:32])[O:27][C:28]([CH3:31])([CH3:30])[CH3:29])=[CH:21][CH:20]=3)[CH2:17][OH:18])=[O:14])=[CH:10][CH:9]=2)[CH:6]=[CH:5][CH:4]=[CH:3][CH:2]=1.C([O-])(O)=[O:40].[Na+].[Br-].[K+].CC1(C)N([O])C(C)(C)CCC1. Product: [C:28]([O:27][C:26]([NH:25][C:22]1[CH:23]=[CH:24][C:19]([C@H:16]([NH:15][C:13]([C:11]2[S:12][C:8]([CH:7]([C:1]3[CH:2]=[CH:3][CH:4]=[CH:5][CH:6]=3)[C:33]3[CH:34]=[CH:35][CH:36]=[CH:37][CH:38]=3)=[CH:9][CH:10]=2)=[O:14])[C:17]([OH:40])=[O:18])=[CH:20][CH:21]=1)=[O:32])([CH3:31])([CH3:29])[CH3:30]. (5) Product: [CH:11]1([CH2:14][CH:15]([CH:5]2[CH2:10][CH2:9][O:8][CH2:7][CH2:6]2)[OH:16])[CH2:13][CH2:12]1. Reactant: [Mg].II.Br[CH:5]1[CH2:10][CH2:9][O:8][CH2:7][CH2:6]1.[CH:11]1([CH2:14][CH:15]=[O:16])[CH2:13][CH2:12]1. The catalyst class is: 1.